Dataset: Peptide-MHC class I binding affinity with 185,985 pairs from IEDB/IMGT. Task: Regression. Given a peptide amino acid sequence and an MHC pseudo amino acid sequence, predict their binding affinity value. This is MHC class I binding data. (1) The peptide sequence is TPGPGVRYPL. The MHC is HLA-A02:06 with pseudo-sequence HLA-A02:06. The binding affinity (normalized) is 0. (2) The peptide sequence is RNEQGQTLW. The MHC is HLA-B40:01 with pseudo-sequence HLA-B40:01. The binding affinity (normalized) is 0.0847. (3) The peptide sequence is YIKDLKHAT. The MHC is HLA-A02:06 with pseudo-sequence HLA-A02:06. The binding affinity (normalized) is 0.0221. (4) The peptide sequence is SYMLQGLRK. The MHC is HLA-A11:01 with pseudo-sequence HLA-A11:01. The binding affinity (normalized) is 0.498. (5) The peptide sequence is IYYLEKANK. The MHC is HLA-B40:01 with pseudo-sequence HLA-B40:01. The binding affinity (normalized) is 0.0847. (6) The peptide sequence is HTNFESFTV. The MHC is HLA-A23:01 with pseudo-sequence HLA-A23:01. The binding affinity (normalized) is 0.00328. (7) The peptide sequence is ILMTHFFSI. The MHC is HLA-A68:02 with pseudo-sequence HLA-A68:02. The binding affinity (normalized) is 0.518. (8) The peptide sequence is AYDHGNVIL. The binding affinity (normalized) is 0.0847. The MHC is HLA-B27:03 with pseudo-sequence HLA-B27:03.